The task is: Regression. Given two drug SMILES strings and cell line genomic features, predict the synergy score measuring deviation from expected non-interaction effect.. This data is from NCI-60 drug combinations with 297,098 pairs across 59 cell lines. (1) Drug 1: COC1=CC(=CC(=C1O)OC)C2C3C(COC3=O)C(C4=CC5=C(C=C24)OCO5)OC6C(C(C7C(O6)COC(O7)C8=CC=CS8)O)O. Drug 2: CC=C1C(=O)NC(C(=O)OC2CC(=O)NC(C(=O)NC(CSSCCC=C2)C(=O)N1)C(C)C)C(C)C. Cell line: HCT-15. Synergy scores: CSS=57.6, Synergy_ZIP=0.897, Synergy_Bliss=3.04, Synergy_Loewe=3.30, Synergy_HSA=3.27. (2) Drug 1: C1CCN(CC1)CCOC2=CC=C(C=C2)C(=O)C3=C(SC4=C3C=CC(=C4)O)C5=CC=C(C=C5)O. Drug 2: C1=NC2=C(N1)C(=S)N=C(N2)N. Cell line: HT29. Synergy scores: CSS=31.0, Synergy_ZIP=1.74, Synergy_Bliss=1.16, Synergy_Loewe=-11.9, Synergy_HSA=-0.382. (3) Drug 1: CCC(=C(C1=CC=CC=C1)C2=CC=C(C=C2)OCCN(C)C)C3=CC=CC=C3.C(C(=O)O)C(CC(=O)O)(C(=O)O)O. Drug 2: C1CC(C1)(C(=O)O)C(=O)O.[NH2-].[NH2-].[Pt+2]. Cell line: HOP-62. Synergy scores: CSS=-7.38, Synergy_ZIP=6.78, Synergy_Bliss=-0.432, Synergy_Loewe=-6.25, Synergy_HSA=-6.22.